From a dataset of NCI-60 drug combinations with 297,098 pairs across 59 cell lines. Regression. Given two drug SMILES strings and cell line genomic features, predict the synergy score measuring deviation from expected non-interaction effect. (1) Synergy scores: CSS=5.22, Synergy_ZIP=-3.78, Synergy_Bliss=-0.808, Synergy_Loewe=-4.76, Synergy_HSA=-4.30. Drug 1: C1CC(C1)(C(=O)O)C(=O)O.[NH2-].[NH2-].[Pt+2]. Drug 2: CC1=C2C(C(=O)C3(C(CC4C(C3C(C(C2(C)C)(CC1OC(=O)C(C(C5=CC=CC=C5)NC(=O)OC(C)(C)C)O)O)OC(=O)C6=CC=CC=C6)(CO4)OC(=O)C)O)C)O. Cell line: SK-MEL-5. (2) Drug 1: CC1=C(C=C(C=C1)C(=O)NC2=CC(=CC(=C2)C(F)(F)F)N3C=C(N=C3)C)NC4=NC=CC(=N4)C5=CN=CC=C5. Drug 2: CC1CCC2CC(C(=CC=CC=CC(CC(C(=O)C(C(C(=CC(C(=O)CC(OC(=O)C3CCCCN3C(=O)C(=O)C1(O2)O)C(C)CC4CCC(C(C4)OC)O)C)C)O)OC)C)C)C)OC. Cell line: BT-549. Synergy scores: CSS=11.1, Synergy_ZIP=7.06, Synergy_Bliss=7.90, Synergy_Loewe=-19.4, Synergy_HSA=-1.54.